From a dataset of Experimentally validated miRNA-target interactions with 360,000+ pairs, plus equal number of negative samples. Binary Classification. Given a miRNA mature sequence and a target amino acid sequence, predict their likelihood of interaction. (1) The miRNA is hsa-miR-335-3p with sequence UUUUUCAUUAUUGCUCCUGACC. The protein sequence of the target gene is MNSLSWGAANAVLLLLLLAWASPTFISINRGVRVMKGHSAFLSGDDLKFAIPKEKDACKVEVVMNEPITQRVGKLTPQVFDCHFLPNEVKYVHNGCPILDEDTVKLRLYRFTERDTFIETFILWVYLLEPDCNIIHMSNNVLEVPEFNGLSQAIDKNLLRFDYDRMASLECTVSLDTARTRLPAHGQMVLGEPRPEEPRGDQPHSFFPESQLRAKLKCPGGSCTPGLKKIGSLKVSCEEFLLMGLRYQHLDPPSPNIDYISIQLDLTDTRSKIVYKSESAWLPVYIRAGIPNQIPKAAFM.... Result: 0 (no interaction). (2) The miRNA is hsa-miR-548p with sequence UAGCAAAAACUGCAGUUACUUU. The protein sequence of the target gene is MGRAAATAGGGGGARRWLPWLGLCFWAAGTAAARGTDNGEALPESIPSAPGTLPHFIEEPDDAYIIKSNPIALRCKARPAMQIFFKCNGEWVHQNEHVSEETLDESSGLKVREVFINVTRQQVEDFHGPEDYWCQCVAWSHLGTSKSRKASVRIAYLRKNFEQDPQGREVPIEGMIVLHCRPPEGVPAAEVEWLKNEEPIDSEQDENIDTRADHNLIIRQARLSDSGNYTCMAANIVAKRRSLSATVVVYVNGGWSSWTEWSACNVRCGRGWQKRSRTCTNPAPLNGGAFCEGMSVQKIT.... Result: 0 (no interaction). (3) The miRNA is hsa-miR-942-5p with sequence UCUUCUCUGUUUUGGCCAUGUG. The protein sequence of the target gene is MASCVGSRTLSKDDVNYKMHFRMINEQQVEDITIDFFYRPHTITLLSFTIVSLMYFAFTRDDSVPEDNIWRGILSVIFFFLIISVLAFPNGPFTRPHPALWRMVFGLSVLYFLFLVFLLFLNFEQVKSLMYWLDPNLRYATREADVMEYAVNCHVITWERIISHFDIFAFGHFWGWAMKALLIRSYGLCWTISITWELTELFFMHLLPNFAECWWDQVILDILLCNGGGIWLGMVVCRFLEMRTYHWASFKDIHTTTGKIKRAVLQFTPASWTYVRWFDPKSSFQRVAGVYLFMIIWQLT.... Result: 1 (interaction). (4) The protein sequence of the target gene is MAFASEDNVYHSSNAVYRAPSNHQEADQEALLGKLLDYPAPGLQRPEDRFNGAYIIFFCLGIGGLLPWNFFVTAKEYWAYKLRNCSSPASGEDPEDMDILNYFESYLAVASTVPSLLFLVANFLLVNRVQVHVRVLASLSVSLAIFVVMIVLVKVDTSSWTRGFFSLTIACMAIISSSSTIFNSSVYGLTGSFPMRNAQALISGGAMGGTVSAVALLVDLAASSDVRDSTLAFFLMAAVFLGLCMGLYLLLSQLEYARYYMRPVAPVRVFSGEDNPSQDAPSASSVAPASRVMHTPPLGP.... The miRNA is mmu-miR-3091-5p with sequence CAUGGGUCUGGUUGGGCCCGC. Result: 0 (no interaction). (5) The miRNA is cel-miR-247-3p with sequence UGACUAGAGCCUAUUCUCUUCU. The protein sequence of the target gene is MAPITTSRVEFDEIPTVVGIFSAFGLVFTVSLFAWICCQRRSAKSNKTPPYKFVHVLKGVDIYPENLSSKKKFGGDDKSEAKRKAALPNLSLHLDLEKRDLNGNFPKTNPKAGSSSDLENVTPKLFPETEKEAVSPESLKSSTSLTSEEKQEKLGTLFLSLEYNFEKKAFVVNIKEAQGLPAMDEQSMTSDPYIKMTILPEKKHKVKTRVLRKTLDPVFDETFTFYGVPYPHIQELSLHFTVLSFDRFSRDDVIGEVLVPLSGIELSDGKMLMTREIIKRNAKKSSGRGELLVSLCYQST.... Result: 0 (no interaction). (6) Result: 0 (no interaction). The miRNA is hsa-miR-3936 with sequence UAAGGGGUGUAUGGCAGAUGCA. The protein sequence of the target gene is MVDYHAANQAYQYGPSSGGNGTGGGGGMGDYMAQEDDWDRDLLLDPAWEKQQRKTFTAWCNSHLRKAGTQIENIDEDFRDGLKLMLLLEVISGERLPKPERGKMRVHKINNVNKALDFIASKGVKLVSIGAEEIVDGNAKMTLGMIWTIILRFAIQDISVEETSAKEGLLLWCQRKTAPYKNVNVQNFHISWKDGLAFNALIHRHRPELIEYDKLRKDDPVTNLNNAFEVAEKYLDIPKMLDAEDIVNTARPDEKAIMTYVSSFYHAFSGAQKAETAANRICKVLAVNQENEHLMEDYER.... (7) The miRNA is mmu-miR-362-5p with sequence AAUCCUUGGAACCUAGGUGUGAAU. The protein sequence of the target gene is MAWPCISRLCCLARRWNQLDRSDVAVPLTLHGYSDPGSEESGADCSVSRGNPSVAGARESSRAVPLTQYQRDFGVRTARAGSRDAAQERPSGPGGRRGQSSAPPTRTVYVLPVGDADAAVVATTSYRQEFQAWTGVKPSRSTKARTARVVTTHSSGWDPSPGASFQVPEVRKFTPNPSAIFQTSAPQTLNV. Result: 1 (interaction).